From a dataset of Catalyst prediction with 721,799 reactions and 888 catalyst types from USPTO. Predict which catalyst facilitates the given reaction. (1) Reactant: [Cl:1][C:2]1[CH:7]=[C:6]([NH:8][CH:9]2[CH2:11][CH2:10]2)[N:5]2[N:12]=[CH:13][C:14]([CH:15]=O)=[C:4]2[N:3]=1.[NH:17]1[CH2:23][C:21](=[O:22])[NH:20][C:18]1=[O:19].N1CCCC1. Product: [Cl:1][C:2]1[CH:7]=[C:6]([NH:8][CH:9]2[CH2:10][CH2:11]2)[N:5]2[N:12]=[CH:13][C:14]([CH:15]=[C:23]3[NH:17][C:18](=[O:19])[NH:20][C:21]3=[O:22])=[C:4]2[N:3]=1. The catalyst class is: 14. (2) Reactant: [NH2:1][C:2]1[CH:7]=[CH:6][C:5]([NH:8][C:9]([NH2:11])=[S:10])=[CH:4][CH:3]=1.Br[CH2:13][C:14]([C:16]1[S:20][C:19]([NH:21][C:22]([NH2:24])=[NH:23])=[N:18][C:17]=1[CH3:25])=O. Product: [NH2:1][C:2]1[CH:3]=[CH:4][C:5]([NH:8][C:9]2[S:10][CH:13]=[C:14]([C:16]3[S:20][C:19]([NH:21][C:22]([NH2:24])=[NH:23])=[N:18][C:17]=3[CH3:25])[N:11]=2)=[CH:6][CH:7]=1. The catalyst class is: 8. (3) Reactant: [Cl:1][C:2]1[CH:25]=[CH:24][CH:23]=[C:22]([C:26]([F:29])([F:28])[F:27])[C:3]=1[C:4]([N:6]1[C:14]2[C:9](=[C:10]([F:15])[CH:11]=[CH:12][CH:13]=2)[C:8]([C:16](N(OC)C)=[O:17])=[N:7]1)=[O:5].[CH:30]([Mg]Br)=[CH2:31].Cl. Product: [Cl:1][C:2]1[CH:25]=[CH:24][CH:23]=[C:22]([C:26]([F:29])([F:28])[F:27])[C:3]=1[C:4]([N:6]1[C:14]2[C:9](=[C:10]([F:15])[CH:11]=[CH:12][CH:13]=2)[C:8]([C:16](=[O:17])[CH:30]=[CH2:31])=[N:7]1)=[O:5]. The catalyst class is: 1. (4) Reactant: C([N:4]1[C:46]2[C:41](=[CH:42][CH:43]=[C:44]([Cl:47])[CH:45]=2)[C:6]2([CH:11]([C:12]3[CH:17]=[C:16]([Cl:18])[CH:15]=[CH:14][C:13]=3[O:19][C:20]([CH2:30][CH3:31])([CH2:28][CH3:29])[C:21]([NH:23][S:24]([CH3:27])(=[O:26])=[O:25])=[O:22])[CH2:10][C:9](=[S:32])[NH:8][CH:7]2[C:33]2[CH:38]=[C:37]([F:39])[CH:36]=[CH:35][C:34]=2[CH3:40])[C:5]1=[O:48])(=O)C.C([O-])([O-])=O.[K+].[K+]. Product: [Cl:47][C:44]1[CH:45]=[C:46]2[NH:4][C:5](=[O:48])[C:6]3([CH:11]([C:12]4[CH:17]=[C:16]([Cl:18])[CH:15]=[CH:14][C:13]=4[O:19][C:20]([CH2:30][CH3:31])([CH2:28][CH3:29])[C:21]([NH:23][S:24]([CH3:27])(=[O:25])=[O:26])=[O:22])[CH2:10][C:9](=[S:32])[NH:8][CH:7]3[C:33]3[CH:38]=[C:37]([F:39])[CH:36]=[CH:35][C:34]=3[CH3:40])[C:41]2=[CH:42][CH:43]=1. The catalyst class is: 5.